Dataset: NCI-60 drug combinations with 297,098 pairs across 59 cell lines. Task: Regression. Given two drug SMILES strings and cell line genomic features, predict the synergy score measuring deviation from expected non-interaction effect. (1) Drug 1: CCCS(=O)(=O)NC1=C(C(=C(C=C1)F)C(=O)C2=CNC3=C2C=C(C=N3)C4=CC=C(C=C4)Cl)F. Drug 2: CCCCC(=O)OCC(=O)C1(CC(C2=C(C1)C(=C3C(=C2O)C(=O)C4=C(C3=O)C=CC=C4OC)O)OC5CC(C(C(O5)C)O)NC(=O)C(F)(F)F)O. Cell line: T-47D. Synergy scores: CSS=12.6, Synergy_ZIP=4.30, Synergy_Bliss=4.17, Synergy_Loewe=-0.512, Synergy_HSA=3.31. (2) Drug 1: CC1=C2C(C(=O)C3(C(CC4C(C3C(C(C2(C)C)(CC1OC(=O)C(C(C5=CC=CC=C5)NC(=O)OC(C)(C)C)O)O)OC(=O)C6=CC=CC=C6)(CO4)OC(=O)C)O)C)O. Drug 2: COC1=C2C(=CC3=C1OC=C3)C=CC(=O)O2. Cell line: 786-0. Synergy scores: CSS=-5.20, Synergy_ZIP=-2.37, Synergy_Bliss=-7.79, Synergy_Loewe=-27.6, Synergy_HSA=-12.3. (3) Synergy scores: CSS=29.1, Synergy_ZIP=-8.26, Synergy_Bliss=-3.86, Synergy_Loewe=-2.70, Synergy_HSA=-2.08. Cell line: PC-3. Drug 1: CC(CN1CC(=O)NC(=O)C1)N2CC(=O)NC(=O)C2. Drug 2: CCC1(CC2CC(C3=C(CCN(C2)C1)C4=CC=CC=C4N3)(C5=C(C=C6C(=C5)C78CCN9C7C(C=CC9)(C(C(C8N6C)(C(=O)OC)O)OC(=O)C)CC)OC)C(=O)OC)O.OS(=O)(=O)O. (4) Drug 1: CC1C(C(CC(O1)OC2CC(CC3=C2C(=C4C(=C3O)C(=O)C5=C(C4=O)C(=CC=C5)OC)O)(C(=O)C)O)N)O.Cl. Drug 2: CN(C)C1=NC(=NC(=N1)N(C)C)N(C)C. Cell line: DU-145. Synergy scores: CSS=6.89, Synergy_ZIP=-1.50, Synergy_Bliss=4.51, Synergy_Loewe=-18.3, Synergy_HSA=0.890.